Regression. Given two drug SMILES strings and cell line genomic features, predict the synergy score measuring deviation from expected non-interaction effect. From a dataset of NCI-60 drug combinations with 297,098 pairs across 59 cell lines. (1) Drug 1: CNC(=O)C1=CC=CC=C1SC2=CC3=C(C=C2)C(=NN3)C=CC4=CC=CC=N4. Drug 2: CN1C(=O)N2C=NC(=C2N=N1)C(=O)N. Cell line: OVCAR-8. Synergy scores: CSS=-8.93, Synergy_ZIP=1.86, Synergy_Bliss=-1.05, Synergy_Loewe=-3.96, Synergy_HSA=-3.74. (2) Drug 1: CC(C)(C#N)C1=CC(=CC(=C1)CN2C=NC=N2)C(C)(C)C#N. Drug 2: CCC1=C2CN3C(=CC4=C(C3=O)COC(=O)C4(CC)O)C2=NC5=C1C=C(C=C5)O. Cell line: SNB-19. Synergy scores: CSS=7.97, Synergy_ZIP=10.6, Synergy_Bliss=6.74, Synergy_Loewe=-36.1, Synergy_HSA=-8.15. (3) Drug 1: CC(CN1CC(=O)NC(=O)C1)N2CC(=O)NC(=O)C2. Drug 2: CCC(=C(C1=CC=CC=C1)C2=CC=C(C=C2)OCCN(C)C)C3=CC=CC=C3.C(C(=O)O)C(CC(=O)O)(C(=O)O)O. Cell line: SF-295. Synergy scores: CSS=32.0, Synergy_ZIP=-8.06, Synergy_Bliss=0.695, Synergy_Loewe=2.13, Synergy_HSA=2.31. (4) Drug 1: CC1=C(C=C(C=C1)NC2=NC=CC(=N2)N(C)C3=CC4=NN(C(=C4C=C3)C)C)S(=O)(=O)N.Cl. Drug 2: C(CC(=O)O)C(=O)CN.Cl. Cell line: PC-3. Synergy scores: CSS=13.9, Synergy_ZIP=-2.83, Synergy_Bliss=-2.26, Synergy_Loewe=-1.29, Synergy_HSA=-1.03. (5) Drug 1: C1CC(C1)(C(=O)O)C(=O)O.[NH2-].[NH2-].[Pt+2]. Drug 2: CNC(=O)C1=NC=CC(=C1)OC2=CC=C(C=C2)NC(=O)NC3=CC(=C(C=C3)Cl)C(F)(F)F. Cell line: HT29. Synergy scores: CSS=36.0, Synergy_ZIP=-4.22, Synergy_Bliss=-7.55, Synergy_Loewe=-17.4, Synergy_HSA=-6.57.